This data is from NCI-60 drug combinations with 297,098 pairs across 59 cell lines. The task is: Regression. Given two drug SMILES strings and cell line genomic features, predict the synergy score measuring deviation from expected non-interaction effect. (1) Drug 1: CCCCC(=O)OCC(=O)C1(CC(C2=C(C1)C(=C3C(=C2O)C(=O)C4=C(C3=O)C=CC=C4OC)O)OC5CC(C(C(O5)C)O)NC(=O)C(F)(F)F)O. Drug 2: C1=CC=C(C=C1)NC(=O)CCCCCCC(=O)NO. Cell line: RXF 393. Synergy scores: CSS=57.0, Synergy_ZIP=10.4, Synergy_Bliss=14.6, Synergy_Loewe=11.2, Synergy_HSA=13.9. (2) Drug 1: CC1=C2C(C(=O)C3(C(CC4C(C3C(C(C2(C)C)(CC1OC(=O)C(C(C5=CC=CC=C5)NC(=O)C6=CC=CC=C6)O)O)OC(=O)C7=CC=CC=C7)(CO4)OC(=O)C)O)C)OC(=O)C. Drug 2: C#CCC(CC1=CN=C2C(=N1)C(=NC(=N2)N)N)C3=CC=C(C=C3)C(=O)NC(CCC(=O)O)C(=O)O. Cell line: OVCAR-4. Synergy scores: CSS=41.6, Synergy_ZIP=0.698, Synergy_Bliss=-2.06, Synergy_Loewe=-29.6, Synergy_HSA=-1.69.